Dataset: Reaction yield outcomes from USPTO patents with 853,638 reactions. Task: Predict the reaction yield, written as a fraction of the theoretical maximum amount of product (1.0 means a 100% yield; for example, 0.34 means a 34% yield). (1) The reactants are [NH:1]1[CH:5]=[C:4]([C:6]2[C:7]([NH2:12])=[N:8][CH:9]=[CH:10][CH:11]=2)[CH:3]=[N:2]1.[H-].[Na+].Cl[CH2:16][C:17]1[CH:30]=[CH:29][C:20]([CH2:21][O:22][C:23]2[CH:28]=[CH:27][CH:26]=[CH:25][N:24]=2)=[CH:19][CH:18]=1. The catalyst is CN(C)C=O. The product is [N:24]1[CH:25]=[CH:26][CH:27]=[CH:28][C:23]=1[O:22][CH2:21][C:20]1[CH:19]=[CH:18][C:17]([CH2:16][N:1]2[CH:5]=[C:4]([C:6]3[C:7]([NH2:12])=[N:8][CH:9]=[CH:10][CH:11]=3)[CH:3]=[N:2]2)=[CH:30][CH:29]=1. The yield is 0.920. (2) The reactants are [CH3:1][O:2][CH2:3][CH2:4][O:5][C:6]1[CH:12]=[CH:11][C:9]([NH2:10])=[CH:8][CH:7]=1.N1C=CC=CC=1.Cl[C:20]([O:22][C:23]1[CH:28]=[CH:27][C:26]([N+:29]([O-:31])=[O:30])=[CH:25][CH:24]=1)=[O:21]. The catalyst is C(Cl)Cl. The product is [CH3:1][O:2][CH2:3][CH2:4][O:5][C:6]1[CH:12]=[CH:11][C:9]([NH:10][C:20](=[O:21])[O:22][C:23]2[CH:24]=[CH:25][C:26]([N+:29]([O-:31])=[O:30])=[CH:27][CH:28]=2)=[CH:8][CH:7]=1. The yield is 0.720. (3) The yield is 0.487. The product is [CH:15]1([N:14]([CH3:13])[CH:2]2[CH2:5][N:4]([C:6]([O:8][C:9]([CH3:12])([CH3:11])[CH3:10])=[O:7])[CH2:3]2)[CH2:18][CH2:17][CH2:16]1. The catalyst is C(Cl)Cl.C(OCC)(=O)C. The reactants are O=[C:2]1[CH2:5][N:4]([C:6]([O:8][C:9]([CH3:12])([CH3:11])[CH3:10])=[O:7])[CH2:3]1.[CH3:13][NH:14][CH:15]1[CH2:18][CH2:17][CH2:16]1.C(O[BH-](OC(=O)C)OC(=O)C)(=O)C.[Na+]. (4) The reactants are [F:1][C:2]1[C:7]([F:8])=[CH:6][CH:5]=[CH:4][C:3]=1[C:9]#[C:10][C:11]1[CH:12]=[C:13]([C:23]([N:25]2[CH2:29][CH2:28][CH2:27][CH2:26]2)=[O:24])[N:14](C(OC(C)(C)C)=O)[CH:15]=1.C[Si]([N:34]=[N+:35]=[N-:36])(C)C. No catalyst specified. The product is [F:1][C:2]1[C:7]([F:8])=[CH:6][CH:5]=[CH:4][C:3]=1[C:9]1[NH:36][N:35]=[N:34][C:10]=1[C:11]1[CH:12]=[C:13]([C:23]([N:25]2[CH2:29][CH2:28][CH2:27][CH2:26]2)=[O:24])[NH:14][CH:15]=1. The yield is 0.110.